From a dataset of HIV replication inhibition screening data with 41,000+ compounds from the AIDS Antiviral Screen. Binary Classification. Given a drug SMILES string, predict its activity (active/inactive) in a high-throughput screening assay against a specified biological target. (1) The compound is Cc1ccc(C=C2N=C(NN=CC(O)C(O)C(O)CO)NC2=O)cc1. The result is 0 (inactive). (2) The molecule is CC(=O)C(=CNC(=S)Nc1ccc(Cl)c(Cl)c1)C(=O)Nc1ccccc1C. The result is 0 (inactive).